This data is from Forward reaction prediction with 1.9M reactions from USPTO patents (1976-2016). The task is: Predict the product of the given reaction. (1) Given the reactants C(OC([N:8]1[C:16]2[C:11](=[C:12]([CH2:17][N:18]3[C:22]4[CH:23]=[CH:24][CH:25]=[CH:26][C:21]=4[N:20]([C:27]4[CH:32]=[CH:31][C:30](Br)=[CH:29][CH:28]=4)[C:19]3=[NH:34])[CH:13]=[CH:14][CH:15]=2)[CH:10]=[CH:9]1)=O)(C)(C)C.[C:35]([NH:38][C:39]1[CH:44]=[CH:43][C:42]([Cl:45])=[CH:41][C:40]=1B(O)O)(=[O:37])[CH3:36].C(=O)([O-])[O-].[Na+].[Na+], predict the reaction product. The product is: [Cl:45][C:42]1[CH:43]=[CH:44][C:39]([NH:38][C:35](=[O:37])[CH3:36])=[C:40]([C:30]2[CH:31]=[CH:32][C:27]([N:20]3[C:21]4[CH:26]=[CH:25][CH:24]=[CH:23][C:22]=4[N:18]([CH2:17][C:12]4[CH:13]=[CH:14][CH:15]=[C:16]5[C:11]=4[CH:10]=[CH:9][NH:8]5)[C:19]3=[NH:34])=[CH:28][CH:29]=2)[CH:41]=1. (2) Given the reactants [C:1]1([CH2:7][CH2:8][C:9](/[N:11]=[C:12](/[NH:32][C:33](=[O:42])[CH2:34][CH2:35][C:36]2[CH:41]=[CH:40][CH:39]=[CH:38][CH:37]=2)\[NH:13][CH2:14][CH2:15][CH2:16][C@H:17]2[C:20](=[O:21])[NH:19][C@@H:18]2[C:22]([O:24][CH2:25][C:26]2[CH:31]=[CH:30][CH:29]=[CH:28][CH:27]=2)=[O:23])=[O:10])[CH:6]=[CH:5][CH:4]=[CH:3][CH:2]=1.[C:43]1([N:49]=[C:50]=[O:51])[CH:48]=[CH:47][CH:46]=[CH:45][CH:44]=1.C(N(CC)CC)C, predict the reaction product. The product is: [C:1]1([CH2:7][CH2:8][C:9](/[N:11]=[C:12](/[NH:32][C:33](=[O:42])[CH2:34][CH2:35][C:36]2[CH:37]=[CH:38][CH:39]=[CH:40][CH:41]=2)\[NH:13][CH2:14][CH2:15][CH2:16][C@H:17]2[C:20](=[O:21])[N:19]([C:50](=[O:51])[NH:49][C:43]3[CH:48]=[CH:47][CH:46]=[CH:45][CH:44]=3)[C@@H:18]2[C:22]([O:24][CH2:25][C:26]2[CH:31]=[CH:30][CH:29]=[CH:28][CH:27]=2)=[O:23])=[O:10])[CH:6]=[CH:5][CH:4]=[CH:3][CH:2]=1. (3) Given the reactants [CH3:1][O:2][Na].CO.Br[C:7]1[C:16]([OH:17])=[C:15]2[C:10]([CH:11]=[CH:12][C:13]([CH3:18])=[N:14]2)=[CH:9][CH:8]=1.C(N(CC([O-])=O)CC(O)=O)CN(CC([O-])=O)CC(O)=O.[Na+].[Na+].C([O-])(O)=O.[Na+], predict the reaction product. The product is: [CH3:18][C:13]1[CH:12]=[CH:11][C:10]2[C:15](=[C:16]([OH:17])[C:7]([O:2][CH3:1])=[CH:8][CH:9]=2)[N:14]=1. (4) Given the reactants [CH3:1][C:2]1[NH:6][N:5]=[C:4]([C:7]([O:9][CH2:10][CH3:11])=[O:8])[N:3]=1.[Cl:12][C:13]1[CH:18]=[C:17]([CH2:19]Cl)[CH:16]=[CH:15][N:14]=1.C([O-])([O-])=O.[K+].[K+], predict the reaction product. The product is: [Cl:12][C:13]1[CH:18]=[C:17]([CH2:19][N:6]2[C:2]([CH3:1])=[N:3][C:4]([C:7]([O:9][CH2:10][CH3:11])=[O:8])=[N:5]2)[CH:16]=[CH:15][N:14]=1.